This data is from Forward reaction prediction with 1.9M reactions from USPTO patents (1976-2016). The task is: Predict the product of the given reaction. (1) Given the reactants [Br:1][C:2]1[C:3]([F:11])=[C:4]([CH:8]=[CH:9][CH:10]=1)[C:5](O)=[O:6].C([N:14](CC)CC)C.S(Cl)(Cl)=O, predict the reaction product. The product is: [Br:1][C:2]1[C:3]([F:11])=[C:4]([CH:8]=[CH:9][CH:10]=1)[C:5]([NH2:14])=[O:6]. (2) Given the reactants [I:1][C:2]1[CH:7]=[CH:6][C:5]([CH2:8][C:9]#[N:10])=[CH:4][CH:3]=1.C[Si]([N-][Si](C)(C)C)(C)C.[Li+].Cl.Cl[CH2:23][C:24]1[CH:25]=[N:26][CH:27]=[CH:28][CH:29]=1.O, predict the reaction product. The product is: [I:1][C:2]1[CH:7]=[CH:6][C:5]([CH:8]([CH2:23][C:24]2[CH:25]=[N:26][CH:27]=[CH:28][CH:29]=2)[C:9]#[N:10])=[CH:4][CH:3]=1. (3) The product is: [Br:1][C:2]1[CH:3]=[C:4]([N:23]2[C:24]3[C:29](=[CH:28][CH:27]=[CH:26][CH:25]=3)[C:16]([CH3:30])([CH3:15])[C:17]3[CH:18]=[CH:19][CH:20]=[CH:21][C:22]2=3)[CH:5]=[CH:6][CH:7]=1. Given the reactants [Br:1][C:2]1[CH:7]=[CH:6][CH:5]=[C:4](I)[CH:3]=1.CC(C)([O-])C.[Na+].[CH3:15][C:16]1([CH3:30])[C:29]2[CH:28]=[CH:27][CH:26]=[CH:25][C:24]=2[NH:23][C:22]2[C:17]1=[CH:18][CH:19]=[CH:20][CH:21]=2.O, predict the reaction product. (4) Given the reactants Br[C:2]1[N:7]=[CH:6][C:5]([CH3:8])=[CH:4][CH:3]=1.[C:9]1(B(O)O)[CH:14]=[CH:13][CH:12]=[CH:11][CH:10]=1.C1(P(C2C=CC=CC=2)C2C=CC=CC=2)C=CC=CC=1.C([O-])([O-])=O.[K+].[K+], predict the reaction product. The product is: [CH3:8][C:5]1[CH:6]=[N:7][C:2]([C:9]2[CH:14]=[CH:13][CH:12]=[CH:11][CH:10]=2)=[CH:3][CH:4]=1. (5) Given the reactants CC(C)C(=C)C(O)=O.[CH:9]1([CH:14]([C:18](O)=O)[C:15]([OH:17])=[O:16])[CH2:13][CH2:12][CH2:11][CH2:10]1, predict the reaction product. The product is: [CH:9]1([C:14](=[CH2:18])[C:15]([OH:17])=[O:16])[CH2:13][CH2:12][CH2:11][CH2:10]1. (6) Given the reactants [CH3:1][O:2][CH2:3][O:4][CH2:5][C@@H:6]([NH2:8])[CH3:7].[CH3:9][C:10]1[CH:11]=[CH:12][C:13]([N:19]2[N:23]=[CH:22][CH:21]=[N:20]2)=[C:14]([CH:18]=1)[C:15](O)=[O:16], predict the reaction product. The product is: [CH3:1][O:2][CH2:3][O:4][CH2:5][C@@H:6]([NH:8][C:15](=[O:16])[C:14]1[CH:18]=[C:10]([CH3:9])[CH:11]=[CH:12][C:13]=1[N:19]1[N:23]=[CH:22][CH:21]=[N:20]1)[CH3:7]. (7) Given the reactants [F:1][C:2]1[CH:3]=[C:4]([N+:9]([O-:11])=[O:10])[CH:5]=[CH:6][C:7]=1F.C(=O)([O-])[O-].[K+].[K+].[OH:18][CH:19]1[CH2:24][CH2:23][NH:22][CH2:21][CH2:20]1, predict the reaction product. The product is: [F:1][C:2]1[CH:3]=[C:4]([N+:9]([O-:11])=[O:10])[CH:5]=[CH:6][C:7]=1[N:22]1[CH2:23][CH2:24][CH:19]([OH:18])[CH2:20][CH2:21]1.